From a dataset of Full USPTO retrosynthesis dataset with 1.9M reactions from patents (1976-2016). Predict the reactants needed to synthesize the given product. (1) Given the product [C:1]([O:5][C:6]([N:8]1[CH2:13][CH2:12][N:11]([C:16]2[C:25]3[C:20](=[CH:21][C:22]([O:28][CH3:29])=[C:23]([O:26][CH3:27])[CH:24]=3)[N:19]=[C:18]([CH:30]3[CH2:32][CH2:31]3)[N:17]=2)[CH:10]([CH3:14])[CH2:9]1)=[O:7])([CH3:4])([CH3:2])[CH3:3], predict the reactants needed to synthesize it. The reactants are: [C:1]([O:5][C:6]([N:8]1[CH2:13][CH2:12][NH:11][CH:10]([CH3:14])[CH2:9]1)=[O:7])([CH3:4])([CH3:3])[CH3:2].Cl[C:16]1[C:25]2[C:20](=[CH:21][C:22]([O:28][CH3:29])=[C:23]([O:26][CH3:27])[CH:24]=2)[N:19]=[C:18]([CH:30]2[CH2:32][CH2:31]2)[N:17]=1.C([O-])([O-])=O.[K+].[K+]. (2) Given the product [F:1][C:2]1[CH:3]=[CH:4][C:5]([CH2:6][O:7][C:8]2[CH:13]=[CH:12][N:11]([C:14]3[S:15][C:16]([C:20]([NH:33][CH2:32][C:28]4[CH:27]=[N:26][CH:31]=[CH:30][CH:29]=4)=[O:22])=[C:17]([CH3:19])[N:18]=3)[C:10](=[O:23])[CH:9]=2)=[CH:24][CH:25]=1, predict the reactants needed to synthesize it. The reactants are: [F:1][C:2]1[CH:25]=[CH:24][C:5]([CH2:6][O:7][C:8]2[CH:13]=[CH:12][N:11]([C:14]3[S:15][C:16]([C:20]([OH:22])=O)=[C:17]([CH3:19])[N:18]=3)[C:10](=[O:23])[CH:9]=2)=[CH:4][CH:3]=1.[N:26]1[CH:31]=[CH:30][CH:29]=[C:28]([CH2:32][NH2:33])[CH:27]=1. (3) Given the product [N:35]1[CH:34]=[CH:33][N:31]2[C:30]=1[CH:29]=[CH:28][C:27]([C:2]1[CH:7]=[CH:6][C:5]([C:8]([N:10]3[CH2:15][CH2:14][O:13][CH2:12][CH2:11]3)=[O:9])=[C:4]([N+:16]([O-:18])=[O:17])[CH:3]=1)=[N:32]2, predict the reactants needed to synthesize it. The reactants are: Br[C:2]1[CH:7]=[CH:6][C:5]([C:8]([N:10]2[CH2:15][CH2:14][O:13][CH2:12][CH2:11]2)=[O:9])=[C:4]([N+:16]([O-:18])=[O:17])[CH:3]=1.CC1(C)C(C)(C)OB([C:27]2[CH:28]=[CH:29][C:30]3[N:31]([CH:33]=[CH:34][N:35]=3)[N:32]=2)O1.[O-]P([O-])([O-])=O.[K+].[K+].[K+]. (4) Given the product [CH2:1]([N:8]([CH2:12][C:13]1[CH:18]=[CH:17][CH:16]=[CH:15][CH:14]=1)[CH2:9][CH2:10][Br:27])[C:2]1[CH:7]=[CH:6][CH:5]=[CH:4][CH:3]=1, predict the reactants needed to synthesize it. The reactants are: [CH2:1]([N:8]([CH2:12][C:13]1[CH:18]=[CH:17][CH:16]=[CH:15][CH:14]=1)[CH2:9][CH2:10]O)[C:2]1[CH:7]=[CH:6][CH:5]=[CH:4][CH:3]=1.CCCCCC.S(Br)([Br:27])=O.C(=O)([O-])O.[Na+].